Dataset: Full USPTO retrosynthesis dataset with 1.9M reactions from patents (1976-2016). Task: Predict the reactants needed to synthesize the given product. (1) Given the product [CH:21]1([C:19]([N:16]2[CH2:17][CH2:18][C@@H:14]([CH2:13][N:12]3[CH:11]=[N:10][N:9]=[C:8]3[C:5]3[CH:6]=[CH:7][C:2]([C:33]4[CH:32]=[CH:31][C:30]([N:25]5[CH:29]=[CH:28][CH:27]=[N:26]5)=[CH:35][CH:34]=4)=[CH:3][C:4]=3[F:24])[CH2:15]2)=[O:20])[CH2:23][CH2:22]1, predict the reactants needed to synthesize it. The reactants are: Br[C:2]1[CH:7]=[CH:6][C:5]([C:8]2[N:12]([CH2:13][C@@H:14]3[CH2:18][CH2:17][N:16]([C:19]([CH:21]4[CH2:23][CH2:22]4)=[O:20])[CH2:15]3)[CH:11]=[N:10][N:9]=2)=[C:4]([F:24])[CH:3]=1.[N:25]1([C:30]2[CH:35]=[CH:34][C:33](B(O)O)=[CH:32][CH:31]=2)[CH:29]=[CH:28][CH:27]=[N:26]1. (2) Given the product [NH2:2][C:1]1[NH:27][N:26]=[C:7]([NH:24][C:21]2[CH:22]=[CH:23][C:18]([N:16]3[CH:17]=[C:13]([CH3:12])[N:14]=[CH:15]3)=[CH:19][CH:20]=2)[C:3]=1[C:4]([NH2:6])=[O:5], predict the reactants needed to synthesize it. The reactants are: [C:1]([C:3](=[C:7](SC)SC)[C:4]([NH2:6])=[O:5])#[N:2].[CH3:12][C:13]1[N:14]=[CH:15][N:16]([C:18]2[CH:23]=[CH:22][C:21]([NH2:24])=[CH:20][CH:19]=2)[CH:17]=1.O.[NH2:26][NH2:27]. (3) Given the product [CH3:12][C:13]1[N+:18]([O-:9])=[C:17]2[NH:19][CH:20]=[CH:21][C:16]2=[CH:15][CH:14]=1, predict the reactants needed to synthesize it. The reactants are: ClC1C=CC=C(C(OO)=[O:9])C=1.[CH3:12][C:13]1[N:18]=[C:17]2[NH:19][CH:20]=[CH:21][C:16]2=[CH:15][CH:14]=1. (4) Given the product [CH2:26]([O:1][CH2:2][C@H:3]([CH2:19][CH:20]=[CH2:21])[CH2:4][C@H:5]1[CH2:9][O:8][C:7]([CH3:11])([CH3:10])[N:6]1[C:12]([O:14][C:15]([CH3:18])([CH3:17])[CH3:16])=[O:13])[CH:25]=[CH2:24], predict the reactants needed to synthesize it. The reactants are: [OH:1][CH2:2][C@H:3]([CH2:19][CH:20]=[CH2:21])[CH2:4][C@H:5]1[CH2:9][O:8][C:7]([CH3:11])([CH3:10])[N:6]1[C:12]([O:14][C:15]([CH3:18])([CH3:17])[CH3:16])=[O:13].[H-].[Na+].[CH2:24](Br)[CH:25]=[CH2:26]. (5) Given the product [OH:36][CH2:35][C:32]1[CH:33]=[CH:34][C:29]2[S:28][CH:27]=[C:26]([C:7]3[CH:6]=[CH:5][C:4]([C:17]4[CH2:18][CH2:19][S:20](=[O:23])(=[O:24])[CH2:21][CH:22]=4)=[CH:3][C:2]=3[CH3:1])[C:30]=2[CH:31]=1, predict the reactants needed to synthesize it. The reactants are: [CH3:1][C:2]1[CH:3]=[C:4]([C:17]2[CH2:18][CH2:19][S:20](=[O:24])(=[O:23])[CH2:21][CH:22]=2)[CH:5]=[CH:6][C:7]=1B1OC(C)(C)C(C)(C)O1.Br[C:26]1[C:30]2[CH:31]=[C:32]([CH2:35][OH:36])[CH:33]=[CH:34][C:29]=2[S:28][CH:27]=1. (6) Given the product [CH3:30][N:7]([CH3:6])[C:8]1[CH:9]=[CH:10][C:11]([C:14]2[C:19]([N:20]3[CH2:21][CH2:22][C:4](=[O:5])[N:2]([CH3:3])[CH2:1][CH2:26]3)=[CH:18][CH:17]=[C:16]([O:28][CH3:29])[N:15]=2)=[CH:12][CH:13]=1, predict the reactants needed to synthesize it. The reactants are: [CH3:1][N:2]([CH:4]=[O:5])[CH3:3].[CH3:6][N:7]([CH3:30])[C:8]1[CH:13]=[CH:12][C:11]([C:14]2[C:19]([N:20]3[CH2:26]CC(=O)N[CH2:22][CH2:21]3)=[CH:18][CH:17]=[C:16]([O:28][CH3:29])[N:15]=2)=[CH:10][CH:9]=1.[H-].[Na+].IC.